This data is from Reaction yield outcomes from USPTO patents with 853,638 reactions. The task is: Predict the reaction yield, written as a fraction of the theoretical maximum amount of product (1.0 means a 100% yield; for example, 0.34 means a 34% yield). The reactants are [NH2:1][CH2:2][C:3]([N:5]1[C:13]2[C:8](=[CH:9][C:10](/[CH:14]=[CH:15]/[CH:16]([C:21]3[CH:26]=[C:25]([Cl:27])[C:24]([F:28])=[C:23]([Cl:29])[CH:22]=3)[C:17]([F:20])([F:19])[F:18])=[CH:11][CH:12]=2)[CH:7]=[CH:6]1)=[O:4].[F:30][C:31]([F:37])([F:36])[CH2:32][C:33](O)=[O:34].C1CN([P+](ON2N=NC3C=CC=CC2=3)(N2CCCC2)N2CCCC2)CC1.F[P-](F)(F)(F)(F)F.CCN(C(C)C)C(C)C. The catalyst is C(Cl)Cl. The product is [Cl:27][C:25]1[CH:26]=[C:21]([CH:16]([C:17]([F:19])([F:20])[F:18])/[CH:15]=[CH:14]/[C:10]2[CH:9]=[C:8]3[C:13](=[CH:12][CH:11]=2)[N:5]([C:3](=[O:4])[CH2:2][NH:1][C:33](=[O:34])[CH2:32][C:31]([F:37])([F:36])[F:30])[CH:6]=[CH:7]3)[CH:22]=[C:23]([Cl:29])[C:24]=1[F:28]. The yield is 0.600.